Dataset: Full USPTO retrosynthesis dataset with 1.9M reactions from patents (1976-2016). Task: Predict the reactants needed to synthesize the given product. Given the product [C:55]([O:59][C:60]([NH:62][C@@H:63]([CH2:70][C:71]1[CH:72]=[N:73][C:74]([C:77]([F:80])([F:78])[F:79])=[CH:75][CH:76]=1)[CH2:64][CH2:65][C:66]([NH:68][NH:69][C:18]([C:33]1[CH:34]=[C:35]2[C:51](=[CH:31][CH:32]=1)[CH:49]=[N:48][C:52]([F:39])=[CH:54]2)=[O:21])=[O:67])=[O:61])([CH3:58])([CH3:56])[CH3:57], predict the reactants needed to synthesize it. The reactants are: C1C2C(=CC(C3SC(NC[CH:18]([OH:21])CC)=NN=3)=CC=2)C=CN=1.CN(C(ON1N=N[C:32]2[CH:33]=[CH:34][CH:35]=N[C:31]1=2)=[N+](C)C)C.[F:39][P-](F)(F)(F)(F)F.CC[N:48]([CH:52]([CH3:54])C)[CH:49]([CH3:51])C.[C:55]([O:59][C:60]([NH:62][C@@H:63]([CH2:70][C:71]1[CH:72]=[N:73][C:74]([C:77]([F:80])([F:79])[F:78])=[CH:75][CH:76]=1)[CH2:64][CH2:65][C:66]([NH:68][NH2:69])=[O:67])=[O:61])([CH3:58])([CH3:57])[CH3:56].